This data is from Catalyst prediction with 721,799 reactions and 888 catalyst types from USPTO. The task is: Predict which catalyst facilitates the given reaction. Product: [Cl:31][C:27]1[CH:26]=[C:25]2[NH:24][C:23](=[O:32])[C:9]3([CH:8]([C:6]4[CH:7]=[C:2]([C:45]#[C:46][Si:47]([CH3:48])([CH3:49])[CH3:50])[CH:3]=[CH:4][C:5]=4[O:33][CH2:34][C:35]4([CH3:39])[CH2:38][O:37][CH2:36]4)[CH2:13][C:12](=[O:14])[NH:11][CH:10]3[C:15]3[CH:20]=[C:19]([Cl:21])[CH:18]=[CH:17][C:16]=3[CH3:22])[C:30]2=[CH:29][CH:28]=1. Reactant: Br[C:2]1[CH:3]=[CH:4][C:5]([O:33][CH2:34][C:35]2([CH3:39])[CH2:38][O:37][CH2:36]2)=[C:6]([CH:8]2[CH2:13][C:12](=[O:14])[NH:11][CH:10]([C:15]3[CH:20]=[C:19]([Cl:21])[CH:18]=[CH:17][C:16]=3[CH3:22])[C:9]32[C:30]2[C:25](=[CH:26][C:27]([Cl:31])=[CH:28][CH:29]=2)[NH:24][C:23]3=[O:32])[CH:7]=1.COB([C:45]#[C:46][Si:47]([CH3:50])([CH3:49])[CH3:48])OC.[O-]P([O-])([O-])=O.[K+].[K+].[K+]. The catalyst class is: 176.